From a dataset of Forward reaction prediction with 1.9M reactions from USPTO patents (1976-2016). Predict the product of the given reaction. Given the reactants C[O:2][C:3]1[CH:4]=[C:5]2[C:10](=[CH:11][CH:12]=1)[C@@H:9]([C:13]1[CH:26]=[CH:25][C:16]([O:17][CH2:18][CH2:19][N:20]3[CH2:24][CH2:23][CH2:22][CH2:21]3)=[CH:15][CH:14]=1)[C@@H:8]([C:27]1[CH:32]=[CH:31][CH:30]=[CH:29][CH:28]=1)[CH2:7][CH2:6]2.Br, predict the reaction product. The product is: [C:27]1([C@H:8]2[CH2:7][CH2:6][C:5]3[CH:4]=[C:3]([OH:2])[CH:12]=[CH:11][C:10]=3[C@H:9]2[C:13]2[CH:26]=[CH:25][C:16]([O:17][CH2:18][CH2:19][N:20]3[CH2:24][CH2:23][CH2:22][CH2:21]3)=[CH:15][CH:14]=2)[CH:32]=[CH:31][CH:30]=[CH:29][CH:28]=1.